This data is from Reaction yield outcomes from USPTO patents with 853,638 reactions. The task is: Predict the reaction yield, written as a fraction of the theoretical maximum amount of product (1.0 means a 100% yield; for example, 0.34 means a 34% yield). (1) The reactants are ON1C2C=CC=CC=2N=N1.[NH:11]1[CH2:15][CH2:14][CH:13]([C:16]2[C:24]3[C:19](=[CH:20][CH:21]=[CH:22][CH:23]=3)[NH:18][CH:17]=2)[CH2:12]1.CN1CCOCC1.[CH3:32][N:33]([CH3:51])[C:34]1([C:44]2[CH:49]=[CH:48][C:47]([F:50])=[CH:46][CH:45]=2)[CH2:39][CH2:38][C:37](=[CH:40][C:41](O)=[O:42])[CH2:36][CH2:35]1.C1(N=C=NC2CCCCC2)CCCCC1.C(NC1CCCCC1)(NC1CCCCC1)=O.[OH-].[Na+]. The catalyst is CN(C)C=O.O. The product is [CH3:51][N:33]([CH3:32])[C:34]1([C:44]2[CH:45]=[CH:46][C:47]([F:50])=[CH:48][CH:49]=2)[CH2:39][CH2:38][C:37](=[CH:40][C:41]([N:11]2[CH2:15][CH2:14][CH:13]([C:16]3[C:24]4[C:19](=[CH:20][CH:21]=[CH:22][CH:23]=4)[NH:18][CH:17]=3)[CH2:12]2)=[O:42])[CH2:36][CH2:35]1. The yield is 0.520. (2) The reactants are B(Br)(Br)Br.[Cl:5][C:6]1[CH:11]=[CH:10][C:9]([CH2:12][C:13]#[N:14])=[CH:8][C:7]=1[O:15]C.O. The catalyst is C(Cl)Cl. The product is [Cl:5][C:6]1[CH:11]=[CH:10][C:9]([CH2:12][C:13]#[N:14])=[CH:8][C:7]=1[OH:15]. The yield is 0.850. (3) The yield is 1.00. The reactants are [CH3:1][C:2]1[C:3]([C:8](=[O:21])[CH2:9][CH2:10][CH2:11][C:12]([C:14]2[C:19]([CH3:20])=[CH:18][CH:17]=[CH:16][N:15]=2)=[O:13])=[N:4][CH:5]=[CH:6][CH:7]=1.[BH4-].[Na+]. The product is [CH3:20][C:19]1[C:14]([CH:12]([OH:13])[CH2:11][CH2:10][CH2:9][CH:8]([C:3]2[C:2]([CH3:1])=[CH:7][CH:6]=[CH:5][N:4]=2)[OH:21])=[N:15][CH:16]=[CH:17][CH:18]=1. The catalyst is CO. (4) The reactants are [C:1]1([O:9][CH3:10])[C:2](=[CH:5][CH:6]=[CH:7][CH:8]=1)[O:3][CH3:4].[CH:11]([CH2:13][C:14](O)=[O:15])=[CH2:12]. No catalyst specified. The product is [CH3:4][O:3][C:2]1[CH:5]=[C:6]2[C:7](=[CH:8][C:1]=1[O:9][CH3:10])[C:14](=[O:15])[CH2:13][CH:11]2[CH3:12]. The yield is 0.740. (5) The reactants are Cl.C(O[C:5]([C:7]1[CH:8]=[C:9]2[C:13](=[CH:14][CH:15]=1)[NH:12][N:11]=[C:10]2[C:16]1[CH:21]=[CH:20][C:19]([F:22])=[CH:18][CH:17]=1)=[NH:6])C.[NH2:23][NH:24][C:25](=O)[CH2:26][N:27]1[CH2:32][CH2:31][CH:30]([OH:33])[CH2:29][CH2:28]1.C[O-].[Na+].Cl. The catalyst is CO. The product is [F:22][C:19]1[CH:18]=[CH:17][C:16]([C:10]2[C:9]3[C:13](=[CH:14][CH:15]=[C:7]([C:5]4[NH:6][C:25]([CH2:26][N:27]5[CH2:32][CH2:31][CH:30]([OH:33])[CH2:29][CH2:28]5)=[N:24][N:23]=4)[CH:8]=3)[NH:12][N:11]=2)=[CH:21][CH:20]=1. The yield is 0.0700. (6) The reactants are [Cl:1][C:2]1[CH:7]=[CH:6][CH:5]=[CH:4][C:3]=1[C:8]1[C:16]2[C:11](=[CH:12][CH:13]=[CH:14][CH:15]=2)[NH:10][C:9]=1[C:17]([NH:19][NH2:20])=[O:18].[Br:21][C:22]1[CH:29]=[CH:28][C:25]([CH:26]=O)=[CH:24][CH:23]=1. The catalyst is C(O)C. The product is [Br:21][C:22]1[CH:29]=[CH:28][C:25]([CH:26]=[N:20][NH:19][C:17]([C:9]2[NH:10][C:11]3[C:16]([C:8]=2[C:3]2[CH:4]=[CH:5][CH:6]=[CH:7][C:2]=2[Cl:1])=[CH:15][CH:14]=[CH:13][CH:12]=3)=[O:18])=[CH:24][CH:23]=1. The yield is 0.611. (7) The reactants are [OH:1][C:2]1[CH:14]=[C:13]2[C:5]([C:6]3[CH:7]=[CH:8][C:9]([N:15]([CH3:18])[CH:16]=[O:17])=[CH:10][C:11]=3[NH:12]2)=[CH:4][CH:3]=1.[CH3:19][C:20]1[CH:25]=[CH:24][C:23]([S:26]([O:29][CH2:30][CH2:31][O:32][CH2:33][CH2:34][O:35][CH2:36][CH2:37]F)(=[O:28])=[O:27])=[CH:22][CH:21]=1.C([O-])([O-])=O.[Cs+].[Cs+]. The catalyst is CN1C(=O)CCC1.CCOC(C)=O. The product is [CH3:19][C:20]1[CH:25]=[CH:24][C:23]([S:26]([O:29][CH2:30][CH2:31][O:32][CH2:33][CH2:34][O:35][CH2:36][CH2:37][O:1][C:2]2[CH:3]=[CH:4][C:5]3[C:6]4[C:11](=[CH:10][C:9]([N:15]([CH3:18])[CH:16]=[O:17])=[CH:8][CH:7]=4)[NH:12][C:13]=3[CH:14]=2)(=[O:28])=[O:27])=[CH:22][CH:21]=1. The yield is 0.480. (8) The reactants are [NH2:1][CH2:2][CH2:3][N:4]1[C:13]([CH2:14][N:15]([CH3:17])[CH3:16])=[C:12]([C:18]2[CH:23]=[CH:22][CH:21]=[CH:20][CH:19]=2)[C:11]2[C:6](=[CH:7][CH:8]=[C:9]([O:24][CH3:25])[CH:10]=2)[C:5]1=[O:26].C(N(CC)CC)C.[CH3:34][S:35](Cl)(=[O:37])=[O:36].C(Cl)Cl. The catalyst is CCOCC. The product is [CH3:16][N:15]([CH2:14][C:13]1[N:4]([CH2:3][CH2:2][NH:1][S:35]([CH3:34])(=[O:37])=[O:36])[C:5](=[O:26])[C:6]2[C:11]([C:12]=1[C:18]1[CH:19]=[CH:20][CH:21]=[CH:22][CH:23]=1)=[CH:10][C:9]([O:24][CH3:25])=[CH:8][CH:7]=2)[CH3:17]. The yield is 0.691. (9) The reactants are [NH:1]1[C:9]2[C:4](=[CH:5][C:6]([CH:10]=[O:11])=[CH:7][CH:8]=2)[CH:3]=[CH:2]1.[H-].[Na+].CI.[C:16](OCC)(=O)C. The catalyst is CN(C=O)C. The product is [CH3:16][N:1]1[C:9]2[C:4](=[CH:5][C:6]([CH:10]=[O:11])=[CH:7][CH:8]=2)[CH:3]=[CH:2]1. The yield is 0.910. (10) The reactants are [CH3:1][C:2](O)([CH3:14])[CH:3]=[C:4]1[CH2:9][C:8]([CH3:11])([CH3:10])[CH2:7][C:6]([CH3:13])([CH3:12])[CH2:5]1.[Si]([N:20]=[N+:21]=[N-:22])(C)(C)C. The catalyst is C1C=CC=CC=1. The product is [N:20]([C:2]([CH3:14])([CH3:1])[CH:3]=[C:4]1[CH2:9][C:8]([CH3:11])([CH3:10])[CH2:7][C:6]([CH3:13])([CH3:12])[CH2:5]1)=[N+:21]=[N-:22]. The yield is 0.640.